From a dataset of Catalyst prediction with 721,799 reactions and 888 catalyst types from USPTO. Predict which catalyst facilitates the given reaction. (1) Reactant: Cl.FC1C=C(C=CC=1)CN1C=C(C2C3C(=NC=C(C4C=CC(C5CCNCC5)=CC=4)C=3)N(S(C3C=CC(C)=CC=3)(=O)=O)C=2)C=N1.[F:46][C:47]1[CH:48]=[C:49]([CH:99]=[C:100]([F:102])[CH:101]=1)[CH2:50][N:51]1[CH:55]=[CH:54][C:53]([C:56]2[C:64]3[C:59](=[N:60][CH:61]=[C:62]([C:65]4[CH:70]=[CH:69][C:68]([CH:71]5[CH2:76][CH2:75][N:74]([C:77]([O:79][C:80]([CH3:83])([CH3:82])[CH3:81])=[O:78])[CH2:73][CH2:72]5)=[C:67]([NH:84][S:85]([CH3:88])(=[O:87])=[O:86])[CH:66]=4)[CH:63]=3)[N:58](S(C3C=CC(C)=CC=3)(=O)=O)[CH:57]=2)=[N:52]1.[OH-].[Li+]. Product: [F:46][C:47]1[CH:48]=[C:49]([CH:99]=[C:100]([F:102])[CH:101]=1)[CH2:50][N:51]1[CH:55]=[CH:54][C:53]([C:56]2[C:64]3[C:59](=[N:60][CH:61]=[C:62]([C:65]4[CH:70]=[CH:69][C:68]([CH:71]5[CH2:72][CH2:73][N:74]([C:77]([O:79][C:80]([CH3:83])([CH3:82])[CH3:81])=[O:78])[CH2:75][CH2:76]5)=[C:67]([NH:84][S:85]([CH3:88])(=[O:87])=[O:86])[CH:66]=4)[CH:63]=3)[NH:58][CH:57]=2)=[N:52]1. The catalyst class is: 87. (2) Reactant: [OH:1][CH2:2][CH2:3][CH2:4][CH2:5][C:6]1[CH:7]=[C:8]([S:12]([NH2:15])(=[O:14])=[O:13])[CH:9]=[CH:10][CH:11]=1.C(N(CC)CC)C.[CH3:23][S:24](Cl)(=[O:26])=[O:25]. Product: [CH3:23][S:24]([O:1][CH2:2][CH2:3][CH2:4][CH2:5][C:6]1[CH:11]=[CH:10][CH:9]=[C:8]([S:12]([NH2:15])(=[O:13])=[O:14])[CH:7]=1)(=[O:26])=[O:25]. The catalyst class is: 1. (3) Reactant: [S:1]=[C:2]1[NH:7][C:6]2[NH:8][C:9](=[O:12])[CH2:10][CH2:11][C:5]=2[C:4](=[O:13])[N:3]1[C:14]1[CH:19]=[CH:18][C:17]([O:20][CH2:21][C:22]([F:25])([F:24])[F:23])=[CH:16][CH:15]=1.[C:26](=O)([O-])O.[Na+].IC.O. Product: [CH3:26][S:1][C:2]1[N:3]([C:14]2[CH:15]=[CH:16][C:17]([O:20][CH2:21][C:22]([F:24])([F:23])[F:25])=[CH:18][CH:19]=2)[C:4](=[O:13])[C:5]2[CH2:11][CH2:10][C:9](=[O:12])[NH:8][C:6]=2[N:7]=1. The catalyst class is: 10.